Predict which catalyst facilitates the given reaction. From a dataset of Catalyst prediction with 721,799 reactions and 888 catalyst types from USPTO. (1) Reactant: C[O:2][C:3](=[O:23])[C:4]1[CH:9]=[CH:8][C:7]([N:10]2[CH2:15][CH2:14][N:13]([CH3:16])[CH2:12][CH2:11]2)=[C:6]([N:17]([CH2:19][CH2:20][O:21][CH3:22])[CH3:18])[CH:5]=1.[OH-].[Na+].Cl. Product: [CH3:22][O:21][CH2:20][CH2:19][N:17]([CH3:18])[C:6]1[CH:5]=[C:4]([CH:9]=[CH:8][C:7]=1[N:10]1[CH2:15][CH2:14][N:13]([CH3:16])[CH2:12][CH2:11]1)[C:3]([OH:23])=[O:2]. The catalyst class is: 5. (2) Reactant: Cl.[CH2:2]([NH2:6])[CH2:3][C:4]#[CH:5].C(N(CC)CC)C.S=[C:15]1[CH2:19][S:18][C:17](=[O:20])[NH:16]1. Product: [CH2:2]([NH:6][C:15]1[CH2:19][S:18][C:17](=[O:20])[N:16]=1)[CH2:3][C:4]#[CH:5]. The catalyst class is: 8. (3) Reactant: [CH3:1][C:2]1[S:3][C:4]([C:29]2[CH:30]=[C:31]([CH3:35])[CH:32]=[CH:33][CH:34]=2)=[C:5]([C:7]([N:9]2[CH2:14][C@H:13]3[C@H:11]([CH2:12]3)[C@H:10]2[CH2:15][NH:16][C:17]([C:19]2[CH:20]=[CH:21][CH:22]=[C:23]3[S:27][C:26](Cl)=[N:25][C:24]=23)=[O:18])=[O:8])[N:6]=1. Product: [CH3:1][C:2]1[S:3][C:4]([C:29]2[CH:30]=[C:31]([CH3:35])[CH:32]=[CH:33][CH:34]=2)=[C:5]([C:7]([N:9]2[CH2:14][C@H:13]3[C@H:11]([CH2:12]3)[C@H:10]2[CH2:15][NH:16][C:17]([C:19]2[CH:20]=[CH:21][CH:22]=[C:23]3[S:27][CH:26]=[N:25][C:24]=23)=[O:18])=[O:8])[N:6]=1. The catalyst class is: 19. (4) Reactant: C(=O)([O-])[O-].[Ca+2].[NH2:6][C:7]1[CH:12]=[C:11](C(F)(F)F)[C:10]([C:17]2[CH:22]=[CH:21][C:20]([O:23][CH2:24][CH:25]3[CH2:28][N:27]([C:29]([O:31][C:32]([CH3:35])([CH3:34])[CH3:33])=[O:30])[CH2:26]3)=[CH:19][CH:18]=2)=[C:9]([Cl:36])[CH:8]=1.[C:37](Cl)(Cl)=[S:38].[ClH:41]. Product: [C:32]([O:31][C:29]([N:27]1[CH2:26][CH:25]([CH2:24][O:23][C:20]2[CH:21]=[CH:22][C:17]([C:10]3[C:9]([Cl:36])=[CH:8][C:7]([N:6]=[C:37]=[S:38])=[CH:12][C:11]=3[Cl:41])=[CH:18][CH:19]=2)[CH2:28]1)=[O:30])([CH3:35])([CH3:34])[CH3:33]. The catalyst class is: 46. (5) The catalyst class is: 23. Reactant: Cl[CH2:2][C:3]([NH:5][C:6]1[CH:11]=[CH:10][CH:9]=[C:8]([C:12]2[CH:21]=[N:20][C:19]3[C:14](=[CH:15][CH:16]=[CH:17][CH:18]=3)[N:13]=2)[CH:7]=1)=[O:4].[NH:22]1[CH2:27][CH2:26][NH:25][CH2:24][CH2:23]1. Product: [N:22]1([CH2:2][C:3]([NH:5][C:6]2[CH:11]=[CH:10][CH:9]=[C:8]([C:12]3[CH:21]=[N:20][C:19]4[C:14](=[CH:15][CH:16]=[CH:17][CH:18]=4)[N:13]=3)[CH:7]=2)=[O:4])[CH2:27][CH2:26][NH:25][CH2:24][CH2:23]1.